Task: Predict the product of the given reaction.. Dataset: Forward reaction prediction with 1.9M reactions from USPTO patents (1976-2016) (1) Given the reactants Cl.[F:2][C:3]1[CH:4]=[C:5]([NH:10]N)[CH:6]=[C:7]([F:9])[CH:8]=1.C(N(CC)CC)C.[C:19]([O:24][CH2:25][CH3:26])(=[O:23])[C:20]([CH3:22])=O.O, predict the reaction product. The product is: [F:2][C:3]1[CH:8]=[C:7]([F:9])[CH:6]=[C:5]2[C:4]=1[CH:22]=[C:20]([C:19]([O:24][CH2:25][CH3:26])=[O:23])[NH:10]2. (2) Given the reactants [Cl:1][C:2]1[CH:3]=[C:4]2[C:8](=[C:9]([Cl:11])[CH:10]=1)[C:7](=O)[CH2:6][CH2:5]2.CC1C=CC(S([CH2:23][N+:24]#[C-])(=O)=O)=CC=1.C(O[K])(C)(C)C, predict the reaction product. The product is: [Cl:1][C:2]1[CH:3]=[C:4]2[C:8](=[C:9]([Cl:11])[CH:10]=1)[CH:7]([C:23]#[N:24])[CH2:6][CH2:5]2. (3) Given the reactants [Cl:1][C:2]1[N:3]=[CH:4][C:5]([CH2:8]O)=[N:6][CH:7]=1.[C:10]([CH:15]=P(C1C=CC=CC=1)(C1C=CC=CC=1)C1C=CC=CC=1)([O:12][CH2:13][CH3:14])=[O:11].O1CCOCC1, predict the reaction product. The product is: [Cl:1][C:2]1[N:3]=[CH:4][C:5](/[CH:8]=[CH:15]/[C:10]([O:12][CH2:13][CH3:14])=[O:11])=[N:6][CH:7]=1. (4) Given the reactants Br[C:2]1[CH:3]=[C:4]2[C:9](=[CH:10][CH:11]=1)[N:8]=[CH:7][C:6]([C:12]([CH:14]1[CH2:16][CH2:15]1)=[O:13])=[C:5]2[NH:17][C@H:18]1[CH2:23][CH2:22][C@H:21]([CH2:24][NH:25][C:26](=[O:32])[O:27][C:28]([CH3:31])([CH3:30])[CH3:29])[CH2:20][CH2:19]1.[Cl:33][C:34]1[CH:39]=[C:38](B2OC(C)(C)C(C)(C)O2)[CH:37]=[C:36]([O:49][CH3:50])[C:35]=1[OH:51], predict the reaction product. The product is: [Cl:33][C:34]1[CH:39]=[C:38]([C:2]2[CH:3]=[C:4]3[C:9](=[CH:10][CH:11]=2)[N:8]=[CH:7][C:6]([C:12]([CH:14]2[CH2:15][CH2:16]2)=[O:13])=[C:5]3[NH:17][C@H:18]2[CH2:23][CH2:22][C@H:21]([CH2:24][NH:25][C:26](=[O:32])[O:27][C:28]([CH3:30])([CH3:29])[CH3:31])[CH2:20][CH2:19]2)[CH:37]=[C:36]([O:49][CH3:50])[C:35]=1[OH:51]. (5) Given the reactants [NH2:1][C:2]1[CH:11]=[CH:10][C:9]2[C:4](=[CH:5][CH:6]=[C:7]([C:12]3[CH:20]=[CH:19][CH:18]=[CH:17][C:13]=3[C:14](O)=[O:15])[CH:8]=2)[N:3]=1.[F:21][CH:22]1[CH2:27][CH2:26][NH:25][CH2:24][CH2:23]1.CN(C(ON1N=NC2C=CC=NC1=2)=[N+](C)C)C.F[P-](F)(F)(F)(F)F.CCN(C(C)C)C(C)C, predict the reaction product. The product is: [NH2:1][C:2]1[CH:11]=[CH:10][C:9]2[C:4](=[CH:5][CH:6]=[C:7]([C:12]3[CH:20]=[CH:19][CH:18]=[CH:17][C:13]=3[C:14]([N:25]3[CH2:26][CH2:27][CH:22]([F:21])[CH2:23][CH2:24]3)=[O:15])[CH:8]=2)[N:3]=1. (6) Given the reactants [NH2:1][C:2]1[CH:7]=[CH:6][C:5]([C:8]2[CH:9]=[C:10]3[C:16]([C:17]4[N:18]([CH2:22][CH3:23])[N:19]=[CH:20][CH:21]=4)=[CH:15][N:14](COC(=O)C(C)(C)C)[C:11]3=[N:12][CH:13]=2)=[CH:4][C:3]=1[C:32](=[O:36])[N:33]([CH3:35])[CH3:34].[OH-].[Na+].C(=O)(O)[O-].[Na+], predict the reaction product. The product is: [NH2:1][C:2]1[CH:7]=[CH:6][C:5]([C:8]2[CH:9]=[C:10]3[C:16]([C:17]4[N:18]([CH2:22][CH3:23])[N:19]=[CH:20][CH:21]=4)=[CH:15][NH:14][C:11]3=[N:12][CH:13]=2)=[CH:4][C:3]=1[C:32]([N:33]([CH3:34])[CH3:35])=[O:36].